This data is from Reaction yield outcomes from USPTO patents with 853,638 reactions. The task is: Predict the reaction yield, written as a fraction of the theoretical maximum amount of product (1.0 means a 100% yield; for example, 0.34 means a 34% yield). The reactants are [CH3:1][N:2]([CH2:4][C:5]1[CH:22]=[CH:21][C:8](/[CH:9]=[N:10]/[C:11]2[CH:19]=[CH:18][CH:17]=[C:16]3[C:12]=2[CH2:13][O:14][C:15]3=[O:20])=[CH:7][CH:6]=1)[CH3:3].[CH3:23][C:24]1[CH:31]=[CH:30][C:27]([CH:28]=O)=[CH:26][CH:25]=1.[O-:32][CH2:33][CH3:34].[Na+].C(O)C. The catalyst is C(OCC)(=O)CC. The product is [CH3:3][N:2]([CH2:4][C:5]1[CH:6]=[CH:7][C:8]([CH:9]2[CH:23]([C:24]3[CH:31]=[CH:30][C:27]([CH3:28])=[CH:26][CH:25]=3)[C:13](=[O:14])[C:12]3[C:16]([C:15]([O:32][CH2:33][CH3:34])=[O:20])=[CH:17][CH:18]=[CH:19][C:11]=3[NH:10]2)=[CH:21][CH:22]=1)[CH3:1]. The yield is 0.150.